Dataset: Catalyst prediction with 721,799 reactions and 888 catalyst types from USPTO. Task: Predict which catalyst facilitates the given reaction. (1) Reactant: [F:1][C:2]1[CH:3]=[C:4]([OH:10])[CH:5]=[C:6]([O:8][CH3:9])[CH:7]=1.C1C(=O)N([Cl:18])C(=O)C1. Product: [Cl:18][C:3]1[C:2]([F:1])=[CH:7][C:6]([O:8][CH3:9])=[CH:5][C:4]=1[OH:10].[Cl:18][C:7]1[C:6]([O:8][CH3:9])=[CH:5][C:4]([OH:10])=[CH:3][C:2]=1[F:1]. The catalyst class is: 26. (2) Reactant: [C:1]([O-:6])(=[O:5])[CH:2]([CH3:4])[CH3:3].C([N+](CCCC)(CCCC)CCCC)CCC.[C:24](=[O:32])([S:29][CH2:30][CH3:31])[O:25][CH:26](Cl)[CH3:27]. Product: [C:24](=[O:32])([S:29][CH2:30][CH3:31])[O:25][CH:26]([O:5][C:1](=[O:6])[CH:2]([CH3:4])[CH3:3])[CH3:27]. The catalyst class is: 7. (3) Reactant: [F:1][C:2]1([F:37])[O:6][C:5]2[CH:7]=[CH:8][C:9]([C:11]3([C:14]([NH:16][C:17]4[N:22]=[C:21]([C:23]5[C:24](C(C)(C)C)=[C:25]([CH:29]=[CH:30][CH:31]=5)[C:26]([O-:28])=[O:27])[C:20]([CH3:36])=[CH:19][CH:18]=4)=[O:15])[CH2:13][CH2:12]3)=[CH:10][C:4]=2[O:3]1.O.Cl. Product: [F:37][C:2]1([F:1])[O:6][C:5]2[CH:7]=[CH:8][C:9]([C:11]3([C:14]([NH:16][C:17]4[N:22]=[C:21]([C:23]5[CH:24]=[C:25]([CH:29]=[CH:30][CH:31]=5)[C:26]([OH:28])=[O:27])[C:20]([CH3:36])=[CH:19][CH:18]=4)=[O:15])[CH2:13][CH2:12]3)=[CH:10][C:4]=2[O:3]1. The catalyst class is: 23. (4) Reactant: Br[CH:2]([C:7]1[CH:12]=[CH:11][C:10]([C:13]([F:16])([F:15])[F:14])=[CH:9][CH:8]=1)[C:3]([O:5][CH3:6])=[O:4].[N-:17]=[N+:18]=[N-:19].[Na+].O. Product: [N:17]([CH:2]([C:7]1[CH:12]=[CH:11][C:10]([C:13]([F:16])([F:15])[F:14])=[CH:9][CH:8]=1)[C:3]([O:5][CH3:6])=[O:4])=[N+:18]=[N-:19]. The catalyst class is: 10. (5) Reactant: [Cl:1][C:2]1[N:7]=[CH:6][N:5]=[C:4]([NH:8][C:9]2[CH:18]=[CH:17][C:12]([C:13]([O:15]C)=O)=[CH:11][CH:10]=2)[CH:3]=1.[F:19][C:20]1[CH:25]=[CH:24][C:23]([C:26]2[N:30]=[C:29]([NH2:31])[S:28][N:27]=2)=[CH:22][C:21]=1[C:32]([F:35])([F:34])[F:33].Cl. Product: [Cl:1][C:2]1[N:7]=[CH:6][N:5]=[C:4]([NH:8][C:9]2[CH:10]=[CH:11][C:12]([C:13]([NH:31][C:29]3[S:28][N:27]=[C:26]([C:23]4[CH:24]=[CH:25][C:20]([F:19])=[C:21]([C:32]([F:35])([F:34])[F:33])[CH:22]=4)[N:30]=3)=[O:15])=[CH:17][CH:18]=2)[CH:3]=1. The catalyst class is: 2. (6) Reactant: [CH2:1]([C:3]1([CH3:13])[CH2:12][CH2:11][C:6]2(OCC[O:7]2)[CH2:5][CH2:4]1)[CH3:2].C(O)(=O)C. Product: [CH2:1]([C:3]1([CH3:13])[CH2:12][CH2:11][C:6](=[O:7])[CH2:5][CH2:4]1)[CH3:2]. The catalyst class is: 6. (7) Product: [F:1][C:2]1[C:7]([O:8][CH3:9])=[CH:6][CH:5]=[CH:4][C:3]=1[N:10]1[C:15](=[O:16])[C:14]2=[C:17]([CH3:29])[N:18]([C:20]3[CH:25]=[CH:24][C:23]([N+:26]([O-:28])=[O:27])=[CH:22][CH:21]=3)[N:19]=[C:13]2[N:12]([CH2:32][C:33]2[C:38]([C:39]([F:40])([F:42])[F:41])=[CH:37][CH:36]=[CH:35][C:34]=2[F:43])[C:11]1=[O:30]. Reactant: [F:1][C:2]1[C:7]([O:8][CH3:9])=[CH:6][CH:5]=[CH:4][C:3]=1[N:10]1[C:15](=[O:16])[C:14]2=[C:17]([CH3:29])[N:18]([C:20]3[CH:25]=[CH:24][C:23]([N+:26]([O-:28])=[O:27])=[CH:22][CH:21]=3)[N:19]=[C:13]2[NH:12][C:11]1=[O:30].Br[CH2:32][C:33]1[C:38]([C:39]([F:42])([F:41])[F:40])=[CH:37][CH:36]=[CH:35][C:34]=1[F:43].[I-].[K+].C(=O)([O-])[O-].[K+].[K+]. The catalyst class is: 9. (8) Reactant: CC(C1CC(C2C3C(=C(C(N)=O)C=C(C4SC=CC=4)C=3)NC=2)CCN1C([O-])=O)(C)C.Br[C:32]1[CH:33]=[C:34]2[C:38](=[C:39]([C:41]([NH2:43])=[O:42])[CH:40]=1)[NH:37][CH:36]=[C:35]2[CH:44]1[CH2:49][CH2:48][N:47]([S:50]([CH2:53][CH2:54][CH2:55][N:56]2[CH2:61][CH2:60][O:59][CH2:58][CH2:57]2)(=[O:52])=[O:51])[CH2:46][CH2:45]1.[OH:62][CH2:63][C:64]1[S:68][C:67](B(O)O)=[CH:66][CH:65]=1.C(=O)([O-])[O-].[K+].[K+]. Product: [OH:62][CH2:63][C:64]1[S:68][C:67]([C:32]2[CH:33]=[C:34]3[C:38](=[C:39]([C:41]([NH2:43])=[O:42])[CH:40]=2)[NH:37][CH:36]=[C:35]3[CH:44]2[CH2:45][CH2:46][N:47]([S:50]([CH2:53][CH2:54][CH2:55][N:56]3[CH2:61][CH2:60][O:59][CH2:58][CH2:57]3)(=[O:52])=[O:51])[CH2:48][CH2:49]2)=[CH:66][CH:65]=1. The catalyst class is: 70. (9) Reactant: Cl.[CH3:2][C:3]1[CH:4]=[CH:5][C:6]([C:9]([OH:11])=[O:10])=[N:7][CH:8]=1.O1CCOC[CH2:13]1. Product: [CH3:2][C:3]1[CH:4]=[CH:5][C:6]([C:9]([O:11][CH3:13])=[O:10])=[N:7][CH:8]=1. The catalyst class is: 5.